This data is from CYP1A2 inhibition data for predicting drug metabolism from PubChem BioAssay. The task is: Regression/Classification. Given a drug SMILES string, predict its absorption, distribution, metabolism, or excretion properties. Task type varies by dataset: regression for continuous measurements (e.g., permeability, clearance, half-life) or binary classification for categorical outcomes (e.g., BBB penetration, CYP inhibition). Dataset: cyp1a2_veith. (1) The drug is CCOC(=O)/C=C1\NC(C)(C)Cc2cc(OC)c(O)cc21. The result is 1 (inhibitor). (2) The molecule is CC(C)CNC(=O)O. The result is 0 (non-inhibitor).